Dataset: Drug-target binding data from BindingDB using Ki measurements. Task: Regression. Given a target protein amino acid sequence and a drug SMILES string, predict the binding affinity score between them. We predict pKi (pKi = -log10(Ki in M); higher means stronger inhibition). Dataset: bindingdb_ki. (1) The small molecule is NC(CCC(=O)NC(CSC(=O)OCc1cccc([N+](=O)[O-])c1)C(=O)NCC(=O)O)C(=O)O. The target protein (O35952) has sequence MVLGRGSLCLRSLSVLGAACARRGLGQALLGLSLCHTDFRKNLTVQQDMMKIELLPALTDNYMYLIIDEDTQEAAVVDPVQPQKVIETVKKHRVKLTTVLTTHHHWDHAGGNEKLVKLEPGLKVYGGDDRIGALTHKVTHLSTLEVGSLSVKCLSTPCHTSGHICYFVSKPGSSEPSAVFTGDTLFVAGCGKFYEGTADEMYKALLEVLGRLPPDTKVICGHEYTVNNLKFARHVEPGNTAVQEKLAWAKEKNAIGEPTVPSTLAEEFTYNPFMRVKEKTVQQHAGETDPVTTMRAIRREKDQFKVPRD. The pKi is 5.0. (2) The small molecule is O=C([O-])C1=CSC2/C(=C\c3cc4n(n3)CSCC4)C(=O)N12. The target protein (P9WKD2) has sequence MRNRGFGRRELLVAMAMLVSVTGCARHASGARPASTTLPAGADLADRFAELERRYDARLGVYVPATGTTAAIEYRADERFAFCSTFKAPLVAAVLHQNPLTHLDKLITYTSDDIRSISPVAQQHVQTGMTIGQLCDAAIRYSDGTAANLLLADLGGPGGGTAAFTGYLRSLGDTVSRLDAEEPELNRDPPGDERDTTTPHAIALVLQQLVLGNALPPDKRALLTDWMARNTTGAKRIRAGFPADWKVIDKTGTGDYGRANDIAVVWSPTGVPYVVAVMSDRAGGGYDAEPREALLAEAATCVAGVLA. The pKi is 6.7. (3) The compound is NC[C@H]1CC[C@H](C(=O)N[C@@H](Cc2ccccc2)c2nc(-c3ccc4c(N)n[nH]c4c3)c(Cl)[nH]2)CC1.O=C(O)C(F)(F)F. The target protein (P98139) has sequence MAPQARGLGLCSLLALQASLAAVFITQEEAHSVLRRQRRANSFLEELRPGSLERECKEELCSFEEAREVFQSTERTKQFWITYNDGDQCASNPCQNGGSCEDQIQSYICFCLADFEGRNCEKNKNDQLICMYENGGCEQYCSDHVGSQRSCRCHEGYTLLPNGVSCTPTVDYPCGKVPALEKRGASNPQGRIVGGKVCPKGECPWQAALMNGSTLLCGGSLLDTHWVVSAAHCFDKLSSLRNLTIVLGEHDLSEHEGDEQVRHVAQLIMPDKYVPGKTDHDIALLRLLQPAALTNNVVPLCLPERNFSESTLATIRFSRVSGWGQLLYRGALARELMAIDVPRLMTQDCVEQSEHKPGSPEVTGNMFCAGYLDGSKDACKGDSGGPHATSYHGTWYLTGVVSWGEGCAAVGHVGVYTRVSRYTEWLSRLMRSKLHHGIQRHPFP. The pKi is 5.0.